Dataset: Forward reaction prediction with 1.9M reactions from USPTO patents (1976-2016). Task: Predict the product of the given reaction. (1) Given the reactants [NH2:1][C:2]1[C:11]2=[N:12][N:13]([CH2:21][CH2:22][CH3:23])[C:14]([CH2:15][C:16]([CH3:20])([CH3:19])[C:17]#[N:18])=[C:10]2[C:9]2[CH:8]=[CH:7][CH:6]=[CH:5][C:4]=2[N:3]=1.C([OH:26])C.[OH-].[NH4+].OO, predict the reaction product. The product is: [NH2:1][C:2]1[C:11]2=[N:12][N:13]([CH2:21][CH2:22][CH3:23])[C:14]([CH2:15][C:16]([CH3:19])([CH3:20])[C:17]([NH2:18])=[O:26])=[C:10]2[C:9]2[CH:8]=[CH:7][CH:6]=[CH:5][C:4]=2[N:3]=1. (2) Given the reactants [C:1]1([CH:8]=[CH:7][CH:6]=[C:4]([OH:5])[CH:3]=1)[OH:2].[CH3:9][O-].[Na+].Br[C:13]1[CH:14]=[C:15]([O:19]C)[CH:16]=[CH:17][CH:18]=1, predict the reaction product. The product is: [CH3:9][O:2][C:1]1[CH:3]=[C:4]([O:5][C:13]2[CH:14]=[C:15]([OH:19])[CH:16]=[CH:17][CH:18]=2)[CH:6]=[CH:7][CH:8]=1.